Task: Regression. Given two drug SMILES strings and cell line genomic features, predict the synergy score measuring deviation from expected non-interaction effect.. Dataset: NCI-60 drug combinations with 297,098 pairs across 59 cell lines (1) Drug 1: CC1C(C(CC(O1)OC2CC(CC3=C2C(=C4C(=C3O)C(=O)C5=C(C4=O)C(=CC=C5)OC)O)(C(=O)CO)O)N)O.Cl. Drug 2: COC1=C2C(=CC3=C1OC=C3)C=CC(=O)O2. Cell line: NCI-H522. Synergy scores: CSS=10.3, Synergy_ZIP=0.0426, Synergy_Bliss=2.63, Synergy_Loewe=1.95, Synergy_HSA=3.12. (2) Drug 1: C1=CC(=C2C(=C1NCCNCCO)C(=O)C3=C(C=CC(=C3C2=O)O)O)NCCNCCO. Drug 2: COC1=CC(=CC(=C1O)OC)C2C3C(COC3=O)C(C4=CC5=C(C=C24)OCO5)OC6C(C(C7C(O6)COC(O7)C8=CC=CS8)O)O. Cell line: CAKI-1. Synergy scores: CSS=62.9, Synergy_ZIP=-5.88, Synergy_Bliss=-6.58, Synergy_Loewe=-2.23, Synergy_HSA=1.06. (3) Drug 1: C1=CC=C(C=C1)NC(=O)CCCCCCC(=O)NO. Drug 2: C(CCl)NC(=O)N(CCCl)N=O. Cell line: OVCAR-4. Synergy scores: CSS=9.75, Synergy_ZIP=-1.17, Synergy_Bliss=1.31, Synergy_Loewe=-5.64, Synergy_HSA=-3.01. (4) Drug 2: C1CN(CCN1C(=O)CCBr)C(=O)CCBr. Drug 1: CCC1=CC2CC(C3=C(CN(C2)C1)C4=CC=CC=C4N3)(C5=C(C=C6C(=C5)C78CCN9C7C(C=CC9)(C(C(C8N6C)(C(=O)OC)O)OC(=O)C)CC)OC)C(=O)OC.C(C(C(=O)O)O)(C(=O)O)O. Synergy scores: CSS=49.5, Synergy_ZIP=-12.3, Synergy_Bliss=-10.2, Synergy_Loewe=-6.36, Synergy_HSA=-4.28. Cell line: CAKI-1. (5) Drug 1: CC1=C(C(=CC=C1)Cl)NC(=O)C2=CN=C(S2)NC3=CC(=NC(=N3)C)N4CCN(CC4)CCO. Drug 2: C1CC(=O)NC(=O)C1N2C(=O)C3=CC=CC=C3C2=O. Cell line: 786-0. Synergy scores: CSS=5.85, Synergy_ZIP=-3.25, Synergy_Bliss=-1.43, Synergy_Loewe=-20.7, Synergy_HSA=-2.12. (6) Drug 1: CC12CCC3C(C1CCC2O)C(CC4=C3C=CC(=C4)O)CCCCCCCCCS(=O)CCCC(C(F)(F)F)(F)F. Drug 2: C1CN(CCN1C(=O)CCBr)C(=O)CCBr. Cell line: SK-MEL-2. Synergy scores: CSS=0.659, Synergy_ZIP=-5.86, Synergy_Bliss=-3.92, Synergy_Loewe=-15.0, Synergy_HSA=-10.9. (7) Drug 1: CN(C)N=NC1=C(NC=N1)C(=O)N. Drug 2: C1=NC2=C(N=C(N=C2N1C3C(C(C(O3)CO)O)F)Cl)N. Cell line: HCT-15. Synergy scores: CSS=14.2, Synergy_ZIP=-3.26, Synergy_Bliss=-5.04, Synergy_Loewe=-53.3, Synergy_HSA=-5.44. (8) Drug 1: CS(=O)(=O)OCCCCOS(=O)(=O)C. Drug 2: CCN(CC)CCCC(C)NC1=C2C=C(C=CC2=NC3=C1C=CC(=C3)Cl)OC. Cell line: A498. Synergy scores: CSS=17.9, Synergy_ZIP=-0.997, Synergy_Bliss=4.89, Synergy_Loewe=-2.21, Synergy_HSA=5.18. (9) Drug 1: C1CCC(CC1)NC(=O)N(CCCl)N=O. Drug 2: CCCCCOC(=O)NC1=NC(=O)N(C=C1F)C2C(C(C(O2)C)O)O. Cell line: HOP-62. Synergy scores: CSS=11.9, Synergy_ZIP=1.59, Synergy_Bliss=7.05, Synergy_Loewe=-1.96, Synergy_HSA=3.73. (10) Drug 1: C1=CC(=CC=C1CCC2=CNC3=C2C(=O)NC(=N3)N)C(=O)NC(CCC(=O)O)C(=O)O. Drug 2: C1CN(P(=O)(OC1)NCCCl)CCCl. Cell line: UACC62. Synergy scores: CSS=10.9, Synergy_ZIP=-0.0383, Synergy_Bliss=1.25, Synergy_Loewe=-3.89, Synergy_HSA=1.40.